From a dataset of Reaction yield outcomes from USPTO patents with 853,638 reactions. Predict the reaction yield, written as a fraction of the theoretical maximum amount of product (1.0 means a 100% yield; for example, 0.34 means a 34% yield). The reactants are [C:1]([N:8]1[CH2:12][CH2:11][CH2:10][C@H:9]1[CH2:13][NH2:14])([O:3][C:4]([CH3:7])([CH3:6])[CH3:5])=[O:2].[F:15][C:16]([F:23])([F:22])[C:17](OCC)=[O:18]. The catalyst is C1COCC1. The product is [C:4]([O:3][C:1]([N:8]1[CH2:12][CH2:11][CH2:10][C@H:9]1[CH2:13][NH:14][C:17](=[O:18])[C:16]([F:23])([F:22])[F:15])=[O:2])([CH3:7])([CH3:6])[CH3:5]. The yield is 1.00.